Regression. Given two drug SMILES strings and cell line genomic features, predict the synergy score measuring deviation from expected non-interaction effect. From a dataset of NCI-60 drug combinations with 297,098 pairs across 59 cell lines. (1) Drug 1: C1=CN(C=N1)CC(O)(P(=O)(O)O)P(=O)(O)O. Drug 2: CCN(CC)CCCC(C)NC1=C2C=C(C=CC2=NC3=C1C=CC(=C3)Cl)OC. Cell line: T-47D. Synergy scores: CSS=13.2, Synergy_ZIP=-3.08, Synergy_Bliss=-4.41, Synergy_Loewe=-0.361, Synergy_HSA=0.819. (2) Drug 2: N.N.Cl[Pt+2]Cl. Drug 1: CC12CCC(CC1=CCC3C2CCC4(C3CC=C4C5=CN=CC=C5)C)O. Synergy scores: CSS=-3.24, Synergy_ZIP=0.225, Synergy_Bliss=-2.99, Synergy_Loewe=-5.72, Synergy_HSA=-5.22. Cell line: NCI-H460. (3) Drug 1: CC12CCC3C(C1CCC2=O)CC(=C)C4=CC(=O)C=CC34C. Drug 2: CC1=CC=C(C=C1)C2=CC(=NN2C3=CC=C(C=C3)S(=O)(=O)N)C(F)(F)F. Cell line: NCI-H522. Synergy scores: CSS=30.6, Synergy_ZIP=-3.03, Synergy_Bliss=-5.34, Synergy_Loewe=-4.73, Synergy_HSA=-3.99. (4) Drug 1: C1CC(=O)NC(=O)C1N2CC3=C(C2=O)C=CC=C3N. Drug 2: C(CCl)NC(=O)N(CCCl)N=O. Cell line: MDA-MB-231. Synergy scores: CSS=6.49, Synergy_ZIP=-2.92, Synergy_Bliss=-2.19, Synergy_Loewe=-3.03, Synergy_HSA=-3.00. (5) Drug 1: CC1C(C(=O)NC(C(=O)N2CCCC2C(=O)N(CC(=O)N(C(C(=O)O1)C(C)C)C)C)C(C)C)NC(=O)C3=C4C(=C(C=C3)C)OC5=C(C(=O)C(=C(C5=N4)C(=O)NC6C(OC(=O)C(N(C(=O)CN(C(=O)C7CCCN7C(=O)C(NC6=O)C(C)C)C)C)C(C)C)C)N)C. Drug 2: CCC1(CC2CC(C3=C(CCN(C2)C1)C4=CC=CC=C4N3)(C5=C(C=C6C(=C5)C78CCN9C7C(C=CC9)(C(C(C8N6C)(C(=O)OC)O)OC(=O)C)CC)OC)C(=O)OC)O.OS(=O)(=O)O. Cell line: MDA-MB-231. Synergy scores: CSS=3.04, Synergy_ZIP=-2.05, Synergy_Bliss=-3.66, Synergy_Loewe=-1.21, Synergy_HSA=-2.32.